Dataset: Catalyst prediction with 721,799 reactions and 888 catalyst types from USPTO. Task: Predict which catalyst facilitates the given reaction. (1) Product: [Cl:1][C:2]1[N:7]=[C:6]([C:8]2[C:9]([C:18]3[CH:19]=[C:20]([NH:21][C:31](=[O:32])[CH2:30][C:26]4[S:25][CH:29]=[CH:28][CH:27]=4)[CH:22]=[CH:23][CH:24]=3)=[N:10][N:11]3[CH:16]=[CH:15][CH:14]=[C:13]([F:17])[C:12]=23)[CH:5]=[CH:4][N:3]=1. The catalyst class is: 1. Reactant: [Cl:1][C:2]1[N:7]=[C:6]([C:8]2[C:9]([C:18]3[CH:19]=[C:20]([CH:22]=[CH:23][CH:24]=3)[NH2:21])=[N:10][N:11]3[CH:16]=[CH:15][CH:14]=[C:13]([F:17])[C:12]=23)[CH:5]=[CH:4][N:3]=1.[S:25]1[CH:29]=[CH:28][CH:27]=[C:26]1[CH2:30][C:31](Cl)=[O:32].C([O-])(O)=O.[Na+]. (2) Reactant: [Cl:1][C:2]1[CH:3]=[C:4]([C:9]([F:12])([F:11])[F:10])[CH:5]=[CH:6][C:7]=1[F:8].[Li]CCCC.CN([CH:21]=[O:22])C.C(O)(=O)C.[S:27](S([O-])=O)([O-:30])(=[O:29])=[O:28].[Na+:34].[Na+]. Product: [Cl:1][C:2]1[C:7]([F:8])=[C:6]([CH:21]([OH:22])[S:27]([O-:30])(=[O:29])=[O:28])[CH:5]=[C:4]([C:9]([F:12])([F:10])[F:11])[CH:3]=1.[Na+:34]. The catalyst class is: 20.